Dataset: Reaction yield outcomes from USPTO patents with 853,638 reactions. Task: Predict the reaction yield, written as a fraction of the theoretical maximum amount of product (1.0 means a 100% yield; for example, 0.34 means a 34% yield). (1) The reactants are [F:1][C:2]([F:22])([F:21])[CH2:3][N:4]1[C:9](=[O:10])[C:8]([O:11]C)=[C:7]([C:13]2[CH:18]=[CH:17][C:16]([S:19][CH3:20])=[CH:15][CH:14]=2)[CH:6]=[N:5]1.Br.O. The catalyst is C(O)(=O)C. The product is [F:22][C:2]([F:1])([F:21])[CH2:3][N:4]1[C:9](=[O:10])[C:8]([OH:11])=[C:7]([C:13]2[CH:18]=[CH:17][C:16]([S:19][CH3:20])=[CH:15][CH:14]=2)[CH:6]=[N:5]1. The yield is 0.910. (2) The reactants are Br[C:2]1[C:10]2[O:9][CH2:8][C@@H:7]([N:11]([C:26](=[O:31])[C:27]([F:30])([F:29])[F:28])[C:12]3[CH:25]=[CH:24][C:15]4[C@H:16]([CH2:19][C:20]([O:22][CH3:23])=[O:21])[CH2:17][O:18][C:14]=4[CH:13]=3)[C:6]=2[CH:5]=[CH:4][CH:3]=1.[O:32]1[C:37]2[CH:38]=[CH:39][CH:40]=[CH:41][C:36]=2[NH:35][CH2:34][CH2:33]1.C(=O)([O-])[O-].[Cs+].[Cs+]. The catalyst is C1(C)C=CC=CC=1.C1C=CC(/C=C/C(/C=C/C2C=CC=CC=2)=O)=CC=1.C1C=CC(/C=C/C(/C=C/C2C=CC=CC=2)=O)=CC=1.C1C=CC(/C=C/C(/C=C/C2C=CC=CC=2)=O)=CC=1.[Pd].[Pd].C1(P(C2C=CC=CC=2)C2C3OC4C(=CC=CC=4P(C4C=CC=CC=4)C4C=CC=CC=4)C(C)(C)C=3C=CC=2)C=CC=CC=1. The product is [O:32]1[C:37]2[CH:38]=[CH:39][CH:40]=[CH:41][C:36]=2[N:35]([C:2]2[C:10]3[O:9][CH2:8][C@@H:7]([N:11]([C:26](=[O:31])[C:27]([F:30])([F:29])[F:28])[C:12]4[CH:25]=[CH:24][C:15]5[C@H:16]([CH2:19][C:20]([O:22][CH3:23])=[O:21])[CH2:17][O:18][C:14]=5[CH:13]=4)[C:6]=3[CH:5]=[CH:4][CH:3]=2)[CH2:34][CH2:33]1. The yield is 0.820.